Dataset: Catalyst prediction with 721,799 reactions and 888 catalyst types from USPTO. Task: Predict which catalyst facilitates the given reaction. (1) Reactant: [CH3:1][CH2:2][CH2:3][C:4]1[NH:12][C:11]2[C:6](=[C:7]([CH3:23])[CH:8]=[C:9]([C:13]3[N:21]([CH3:22])[C:20]4[C:15](=[CH:16][CH:17]=[CH:18][CH:19]=4)[N:14]=3)[CH:10]=2)[N:5]=1.[CH3:24]S(C)=O.[OH-].[K+].C[O:31][C:32]([C:34]1[C:35]([C:42]2[CH:47]=[CH:46][CH:45]=[CH:44][CH:43]=2)=[CH:36][CH:37]=[C:38](CBr)[CH:39]=1)=[O:33]. Product: [CH2:3]([C:4]1[N:12]([CH2:24][C:45]2[CH:44]=[CH:43][C:42]([C:35]3[C:34]([C:32]([OH:31])=[O:33])=[CH:39][CH:38]=[CH:37][CH:36]=3)=[CH:47][CH:46]=2)[C:11]2[CH:10]=[C:9]([C:13]3[N:21]([CH3:22])[C:20]4[CH:19]=[CH:18][CH:17]=[CH:16][C:15]=4[N:14]=3)[CH:8]=[C:7]([CH3:23])[C:6]=2[N:5]=1)[CH2:2][CH3:1]. The catalyst class is: 86. (2) Reactant: [CH:1](=O)[C:2]1[C:3](=[CH:5][CH:6]=[CH:7][CH:8]=1)[OH:4].[NH2:10][C:11]1[CH:16]=[CH:15][CH:14]=[CH:13][CH:12]=1.C(O)C. Product: [CH:1](=[N:10][C:11]1[CH:16]=[CH:15][CH:14]=[CH:13][CH:12]=1)[C:2]1[C:3](=[CH:5][CH:6]=[CH:7][CH:8]=1)[OH:4]. The catalyst class is: 126.